Dataset: NCI-60 drug combinations with 297,098 pairs across 59 cell lines. Task: Regression. Given two drug SMILES strings and cell line genomic features, predict the synergy score measuring deviation from expected non-interaction effect. (1) Drug 1: C1CN1P(=S)(N2CC2)N3CC3. Drug 2: C1=NC2=C(N1)C(=S)N=CN2. Cell line: TK-10. Synergy scores: CSS=46.8, Synergy_ZIP=-2.50, Synergy_Bliss=-0.572, Synergy_Loewe=-25.6, Synergy_HSA=0.235. (2) Drug 1: CN1C(=O)N2C=NC(=C2N=N1)C(=O)N. Drug 2: CC12CCC3C(C1CCC2O)C(CC4=C3C=CC(=C4)O)CCCCCCCCCS(=O)CCCC(C(F)(F)F)(F)F. Cell line: MDA-MB-435. Synergy scores: CSS=-6.47, Synergy_ZIP=3.77, Synergy_Bliss=2.32, Synergy_Loewe=-6.52, Synergy_HSA=-5.42. (3) Drug 1: CC1=C2C(C(=O)C3(C(CC4C(C3C(C(C2(C)C)(CC1OC(=O)C(C(C5=CC=CC=C5)NC(=O)OC(C)(C)C)O)O)OC(=O)C6=CC=CC=C6)(CO4)OC(=O)C)OC)C)OC. Drug 2: CC1C(C(CC(O1)OC2CC(CC3=C2C(=C4C(=C3O)C(=O)C5=CC=CC=C5C4=O)O)(C(=O)C)O)N)O. Cell line: CAKI-1. Synergy scores: CSS=38.5, Synergy_ZIP=-6.97, Synergy_Bliss=-8.10, Synergy_Loewe=-2.55, Synergy_HSA=-1.22. (4) Drug 1: C1=C(C(=O)NC(=O)N1)N(CCCl)CCCl. Drug 2: CN(CCCl)CCCl.Cl. Cell line: CCRF-CEM. Synergy scores: CSS=65.5, Synergy_ZIP=-2.97, Synergy_Bliss=-5.42, Synergy_Loewe=-7.82, Synergy_HSA=-4.36. (5) Drug 2: CCCS(=O)(=O)NC1=C(C(=C(C=C1)F)C(=O)C2=CNC3=C2C=C(C=N3)C4=CC=C(C=C4)Cl)F. Drug 1: CCCS(=O)(=O)NC1=C(C(=C(C=C1)F)C(=O)C2=CNC3=C2C=C(C=N3)C4=CC=C(C=C4)Cl)F. Synergy scores: CSS=-2.83, Synergy_ZIP=2.70, Synergy_Bliss=2.35, Synergy_Loewe=0.384, Synergy_HSA=-1.03. Cell line: SNB-19.